Dataset: Catalyst prediction with 721,799 reactions and 888 catalyst types from USPTO. Task: Predict which catalyst facilitates the given reaction. (1) The catalyst class is: 37. Product: [CH3:9][N:10]1[CH2:15][CH2:14][N:13]([C:6]2[CH:5]=[CH:4][N:3]=[C:2]([NH2:1])[CH:7]=2)[CH2:12][CH2:11]1. Reactant: [NH2:1][C:2]1[CH:7]=[C:6](Cl)[CH:5]=[CH:4][N:3]=1.[CH3:9][N:10]1[CH2:15][CH2:14][NH:13][CH2:12][CH2:11]1. (2) Reactant: [Cl:1][C:2]1[CH:3]=[C:4]([CH2:13][C:14](=O)[CH:15]([CH3:17])[CH3:16])[CH:5]=[C:6]([O:8][CH2:9][CH2:10][O:11][CH3:12])[CH:7]=1.C([O-])(=O)C.[NH4+].[BH3-]C#[N:26].[Na+]. Product: [Cl:1][C:2]1[CH:3]=[C:4]([CH2:13][CH:14]([NH2:26])[CH:15]([CH3:17])[CH3:16])[CH:5]=[C:6]([O:8][CH2:9][CH2:10][O:11][CH3:12])[CH:7]=1. The catalyst class is: 5. (3) Reactant: OC[CH2:3][C:4]1[C:17]([O:18][CH3:19])=[CH:16][CH:15]=[CH:14][C:5]=1[NH:6]C(OC(C)(C)C)=O.Br.[OH-].[Na+]. Product: [O:18]1[C:17]2=[CH:16][CH:15]=[CH:14][C:5]([NH2:6])=[C:4]2[CH2:3][CH2:19]1. The catalyst class is: 15.